Dataset: NCI-60 drug combinations with 297,098 pairs across 59 cell lines. Task: Regression. Given two drug SMILES strings and cell line genomic features, predict the synergy score measuring deviation from expected non-interaction effect. (1) Drug 1: C1=NC2=C(N1)C(=S)N=C(N2)N. Drug 2: CC1CCC2CC(C(=CC=CC=CC(CC(C(=O)C(C(C(=CC(C(=O)CC(OC(=O)C3CCCCN3C(=O)C(=O)C1(O2)O)C(C)CC4CCC(C(C4)OC)OCCO)C)C)O)OC)C)C)C)OC. Cell line: SNB-19. Synergy scores: CSS=27.4, Synergy_ZIP=-0.638, Synergy_Bliss=0.432, Synergy_Loewe=-2.90, Synergy_HSA=2.57. (2) Drug 1: CC1=C(C(=O)C2=C(C1=O)N3CC4C(C3(C2COC(=O)N)OC)N4)N. Drug 2: CC(C)CN1C=NC2=C1C3=CC=CC=C3N=C2N. Cell line: A498. Synergy scores: CSS=11.6, Synergy_ZIP=-1.57, Synergy_Bliss=4.72, Synergy_Loewe=-12.9, Synergy_HSA=-4.74. (3) Drug 1: C1=C(C(=O)NC(=O)N1)F. Drug 2: CC=C1C(=O)NC(C(=O)OC2CC(=O)NC(C(=O)NC(CSSCCC=C2)C(=O)N1)C(C)C)C(C)C. Cell line: IGROV1. Synergy scores: CSS=79.4, Synergy_ZIP=14.2, Synergy_Bliss=13.1, Synergy_Loewe=-4.97, Synergy_HSA=15.6. (4) Drug 2: C1CC(=O)NC(=O)C1N2C(=O)C3=CC=CC=C3C2=O. Cell line: SK-OV-3. Synergy scores: CSS=8.91, Synergy_ZIP=0.377, Synergy_Bliss=8.12, Synergy_Loewe=6.76, Synergy_HSA=7.49. Drug 1: CS(=O)(=O)C1=CC(=C(C=C1)C(=O)NC2=CC(=C(C=C2)Cl)C3=CC=CC=N3)Cl. (5) Drug 1: CN(C)C1=NC(=NC(=N1)N(C)C)N(C)C. Drug 2: CCC1(CC2CC(C3=C(CCN(C2)C1)C4=CC=CC=C4N3)(C5=C(C=C6C(=C5)C78CCN9C7C(C=CC9)(C(C(C8N6C)(C(=O)OC)O)OC(=O)C)CC)OC)C(=O)OC)O.OS(=O)(=O)O. Cell line: NCI-H226. Synergy scores: CSS=33.9, Synergy_ZIP=1.11, Synergy_Bliss=5.05, Synergy_Loewe=-30.4, Synergy_HSA=2.99.